This data is from CYP3A4 substrate classification data from Carbon-Mangels et al.. The task is: Regression/Classification. Given a drug SMILES string, predict its absorption, distribution, metabolism, or excretion properties. Task type varies by dataset: regression for continuous measurements (e.g., permeability, clearance, half-life) or binary classification for categorical outcomes (e.g., BBB penetration, CYP inhibition). Dataset: cyp3a4_substrate_carbonmangels. (1) The drug is O=C(O)Cc1ccccc1Nc1c(Cl)cccc1Cl. The result is 1 (substrate). (2) The molecule is CN(C)[C@@H]1C(O)=C(C(N)=O)C(=O)[C@@]2(O)C(O)=C3C(=O)c4c(O)cccc4[C@@](C)(O)[C@H]3C[C@@H]12. The result is 0 (non-substrate).